Dataset: Reaction yield outcomes from USPTO patents with 853,638 reactions. Task: Predict the reaction yield, written as a fraction of the theoretical maximum amount of product (1.0 means a 100% yield; for example, 0.34 means a 34% yield). The yield is 0.890. The catalyst is ClCCCl.O. The product is [Cl:9][C:10]1[N:11]=[N+:12]([O-:21])[C:13]([Cl:16])=[CH:14][CH:15]=1. The reactants are OO.S([O-])([O-])(=O)=O.[Mg+2].[Cl:9][C:10]1[N:11]=[N:12][C:13]([Cl:16])=[CH:14][CH:15]=1.C1(=O)OC(=[O:21])C=C1.C(O)(=O)C=C.[OH-].[Na+].S([O-])([O-])=O.[Na+].[Na+].